From a dataset of Peptide-MHC class II binding affinity with 134,281 pairs from IEDB. Regression. Given a peptide amino acid sequence and an MHC pseudo amino acid sequence, predict their binding affinity value. This is MHC class II binding data. The peptide sequence is WVPQGRTTWSIHGKG. The MHC is HLA-DQA10201-DQB10301 with pseudo-sequence HLA-DQA10201-DQB10301. The binding affinity (normalized) is 0.617.